From a dataset of Full USPTO retrosynthesis dataset with 1.9M reactions from patents (1976-2016). Predict the reactants needed to synthesize the given product. (1) Given the product [ClH:5].[Cl:5][C:6]1[CH:11]=[C:10]([F:12])[C:9]([CH3:13])=[CH:8][C:7]=1[NH:14][NH2:1], predict the reactants needed to synthesize it. The reactants are: [N:1]([O-])=O.[Na+].[Cl:5][C:6]1[CH:11]=[C:10]([F:12])[C:9]([CH3:13])=[CH:8][C:7]=1[NH2:14].[Sn](Cl)Cl. (2) Given the product [CH3:33][O:32][C:29]1[CH:28]=[CH:27][C:26]([N:5]2[C:6]3[C:7](=[O:25])[N:8]([C:12]4[CH:17]=[CH:16][C:15]([N:18]5[CH:23]=[CH:22][CH:21]=[CH:20][C:19]5=[O:24])=[CH:14][CH:13]=4)[CH2:9][CH2:10][C:11]=3[C:3]([CH3:2])=[N:4]2)=[CH:31][CH:30]=1, predict the reactants needed to synthesize it. The reactants are: O[CH2:2][C:3]1[C:11]2[CH2:10][CH2:9][N:8]([C:12]3[CH:17]=[CH:16][C:15]([N:18]4[CH:23]=[CH:22][CH:21]=[CH:20][C:19]4=[O:24])=[CH:14][CH:13]=3)[C:7](=[O:25])[C:6]=2[N:5]([C:26]2[CH:31]=[CH:30][C:29]([O:32][CH3:33])=[CH:28][CH:27]=2)[N:4]=1.C([SiH](CC)CC)C.C(O)(C(F)(F)F)=O.C(O)(=O)C.